Dataset: NCI-60 drug combinations with 297,098 pairs across 59 cell lines. Task: Regression. Given two drug SMILES strings and cell line genomic features, predict the synergy score measuring deviation from expected non-interaction effect. (1) Drug 1: CC1=C2C(C(=O)C3(C(CC4C(C3C(C(C2(C)C)(CC1OC(=O)C(C(C5=CC=CC=C5)NC(=O)OC(C)(C)C)O)O)OC(=O)C6=CC=CC=C6)(CO4)OC(=O)C)OC)C)OC. Drug 2: C1=NC2=C(N=C(N=C2N1C3C(C(C(O3)CO)O)O)F)N. Cell line: SK-MEL-5. Synergy scores: CSS=34.8, Synergy_ZIP=4.80, Synergy_Bliss=4.09, Synergy_Loewe=-1.26, Synergy_HSA=5.81. (2) Synergy scores: CSS=24.0, Synergy_ZIP=-5.84, Synergy_Bliss=1.35, Synergy_Loewe=-20.4, Synergy_HSA=1.22. Drug 1: CC1CCC2CC(C(=CC=CC=CC(CC(C(=O)C(C(C(=CC(C(=O)CC(OC(=O)C3CCCCN3C(=O)C(=O)C1(O2)O)C(C)CC4CCC(C(C4)OC)O)C)C)O)OC)C)C)C)OC. Cell line: OVCAR-4. Drug 2: C1CC(=O)NC(=O)C1N2C(=O)C3=CC=CC=C3C2=O. (3) Drug 1: CC(C)(C#N)C1=CC(=CC(=C1)CN2C=NC=N2)C(C)(C)C#N. Drug 2: C1CN(CCN1C(=O)CCBr)C(=O)CCBr. Cell line: NCI-H522. Synergy scores: CSS=32.5, Synergy_ZIP=-8.14, Synergy_Bliss=1.57, Synergy_Loewe=6.10, Synergy_HSA=5.37.